Dataset: Experimentally validated miRNA-target interactions with 360,000+ pairs, plus equal number of negative samples. Task: Binary Classification. Given a miRNA mature sequence and a target amino acid sequence, predict their likelihood of interaction. (1) The miRNA is hsa-miR-4793-3p with sequence UCUGCACUGUGAGUUGGCUGGCU. The protein sequence of the target gene is MPSRLRKTRKLRGHVSHGHGRIGKHRKHPGGRGNAGGLHHHRINFDKYHPGYFGKVGMKHYHLKRNQSFCPTVNLDKLWTLVSEQTRVNAAKNKTGAAPIIDVVRSGYYKVLGKGKLPKQPVIVKAKFFSRRAEEKIKSVGGACVLVA. Result: 1 (interaction). (2) The miRNA is mmu-miR-675-5p with sequence UGGUGCGGAAAGGGCCCACAGU. The protein sequence of the target gene is MEPAAGIQRRSSQGPTVPPPPRGHAPPAAAPGPAPLSSPVREPPQLEEERQVRISESGQFSDGLEDRGLLESSTRLKPHEAQNYRKKALWVSWFSIIVTLALAVAAFTVSVMRYSASAFGFAFDAILDVLSSAIVLWRYSNAAAVHSAHREYIACVILGVIFLLSSICIVVKAIHDLSTRLLPEVDDFLFSVSILSGILCSILAVLKFMLGKVLTSRALITDGFNSLVGGVMGFSILLSAEVFKHDSAVWYLDGSIGVLIGLTIFAYGVKLLIDMVPRVRQTRHYEMFE. Result: 0 (no interaction). (3) The miRNA is mmu-miR-23a-5p with sequence GGGGUUCCUGGGGAUGGGAUUU. The protein sequence of the target gene is MEDGELIEYFKSQMKGDPKMASAVAAIQTLLEFLKRDKGETLQGLRANLTYAIKTLCGVDSSVAVSSGGELFLRFISLTSLEYSDYSKCKKIMIERGELFLRRISLSRNKIANLCHTFIKDGARILTHAYSRVVLRVLEEAVAAKKRFSVYITESQPDLSGKKMAKALSHLNVPVTVVLDAAVGYIMEKADLVIVGAEGVVENGGIINKIGTNQMAVCAKAQNKPFYVVAESFKFVRLFPLNQEDVPDKFKYKADTLKSVQTGQDLKEEHPWVDYTSPSLITLLFTDLGVLTPSAVSDEL.... Result: 0 (no interaction).